From a dataset of Reaction yield outcomes from USPTO patents with 853,638 reactions. Predict the reaction yield, written as a fraction of the theoretical maximum amount of product (1.0 means a 100% yield; for example, 0.34 means a 34% yield). (1) The reactants are [F:1][C:2]1[CH:3]=[C:4]([C@H:9]2[CH2:14][C@@H:13]([CH2:15]OS(C)(=O)=O)[CH2:12][CH2:11][N:10]2[C:21]([O:23][CH2:24][C:25]2[CH:30]=[CH:29][CH:28]=[CH:27][CH:26]=2)=[O:22])[CH:5]=[CH:6][C:7]=1[F:8].[F-:31].[Cs+]. The catalyst is CS(C)=O. The product is [F:1][C:2]1[CH:3]=[C:4]([C@H:9]2[CH2:14][C@@H:13]([CH2:15][F:31])[CH2:12][CH2:11][N:10]2[C:21]([O:23][CH2:24][C:25]2[CH:30]=[CH:29][CH:28]=[CH:27][CH:26]=2)=[O:22])[CH:5]=[CH:6][C:7]=1[F:8]. The yield is 0.510. (2) The product is [CH2:1]([O:8][CH2:9][CH2:10][NH2:11])[C:2]1[CH:7]=[CH:6][CH:5]=[CH:4][CH:3]=1. The catalyst is C(O)C. The reactants are [CH2:1]([O:8][CH2:9][CH2:10][N:11]1C(=O)C2C(=CC=CC=2)C1=O)[C:2]1[CH:7]=[CH:6][CH:5]=[CH:4][CH:3]=1.NN. The yield is 0.740. (3) The reactants are [OH:1][CH2:2][C:3]1[CH:4]=[C:5]([CH:9]=[CH:10][CH:11]=1)[C:6]([OH:8])=O.[Cl:12][CH2:13][C:14]([NH:16]O)=[NH:15].CN(C(ON1N=NC2C=CC=CC1=2)=[N+](C)C)C.F[P-](F)(F)(F)(F)F.C(N(CC)CC)C. The catalyst is CN(C=O)C. The product is [Cl:12][CH2:13][C:14]1[N:16]=[C:6]([C:5]2[CH:4]=[C:3]([CH2:2][OH:1])[CH:11]=[CH:10][CH:9]=2)[O:8][N:15]=1. The yield is 0.250. (4) The reactants are [Cl:1][C:2]1[CH:11]=[C:10]([F:12])[C:9]2[C:4](=[CH:5][CH:6]=[C:7]([O:13]C)[CH:8]=2)[N:3]=1.B(Br)(Br)Br. The catalyst is C(Cl)Cl. The yield is 0.690. The product is [Cl:1][C:2]1[CH:11]=[C:10]([F:12])[C:9]2[C:4](=[CH:5][CH:6]=[C:7]([OH:13])[CH:8]=2)[N:3]=1. (5) The reactants are [Cl:1][C:2]1[CH:3]=[C:4]2[C:9](=[CH:10][C:11]=1[O:12][C:13]1[CH:21]=[CH:20][C:16]([C:17](O)=[O:18])=[CH:15][CH:14]=1)[O:8][CH2:7][CH2:6][CH:5]2[C:22]([O:24][CH2:25][CH3:26])=[O:23].[O:27]([C:34]1[CH:35]=[C:36]([CH:40]=[CH:41][CH:42]=1)[CH2:37][CH2:38][NH2:39])[C:28]1[CH:33]=[CH:32][CH:31]=[CH:30][CH:29]=1.Cl.CN(C)CCCN=C=NCC.ON1C2N=CC=CC=2N=N1. The catalyst is CN(C=O)C.C(Cl)Cl. The product is [Cl:1][C:2]1[CH:3]=[C:4]2[C:9](=[CH:10][C:11]=1[O:12][C:13]1[CH:14]=[CH:15][C:16]([C:17](=[O:18])[NH:39][CH2:38][CH2:37][C:36]3[CH:40]=[CH:41][CH:42]=[C:34]([O:27][C:28]4[CH:33]=[CH:32][CH:31]=[CH:30][CH:29]=4)[CH:35]=3)=[CH:20][CH:21]=1)[O:8][CH2:7][CH2:6][CH:5]2[C:22]([O:24][CH2:25][CH3:26])=[O:23]. The yield is 0.914.